Predict the reaction yield, written as a fraction of the theoretical maximum amount of product (1.0 means a 100% yield; for example, 0.34 means a 34% yield). From a dataset of Reaction yield outcomes from USPTO patents with 853,638 reactions. (1) The reactants are [CH3:1][C:2]([O:4][C@H:5]1[C:14]2[C@@:15]3([CH3:30])[C@@H:26]([CH2:27][O:28][CH3:29])[O:25][C:23](=[O:24])[C:17]4=[CH:18][O:19][C:20]([C:21](=[O:22])[C:13]=2[C@@H:8]2[CH2:9][CH2:10][C@H:11]([OH:12])[C@@:7]2([CH3:31])[CH2:6]1)=[C:16]34)=[O:3].[CH2:32]([NH:34][CH2:35][CH3:36])[CH3:33]. The catalyst is C(Cl)Cl.C(OCC)(=O)C. The product is [C:2]([O:4][C@H:5]1[C:14]2[C@:15]3([CH3:30])[C:16](/[C:17](=[CH:18]\[N:34]([CH2:35][CH3:36])[CH2:32][CH3:33])/[C:23](=[O:24])[O:25][C@@H:26]3[CH2:27][O:28][CH3:29])=[C:20]([OH:19])[C:21](=[O:22])[C:13]=2[C@H:8]2[C@@:7]([CH3:31])([C@@H:11]([OH:12])[CH2:10][CH2:9]2)[CH2:6]1)(=[O:3])[CH3:1]. The yield is 0.770. (2) The reactants are CCN(C(C)C)C(C)C.[C:10]1([C:16]2[NH:20][N:19]=[C:18]([C:21]([NH:23][CH2:24][C:25]([OH:27])=O)=[O:22])[CH:17]=2)[CH:15]=[CH:14][CH:13]=[CH:12][CH:11]=1.C1C=CC2N(O)N=NC=2C=1.CCN=C=NCCCN(C)C.Cl.Cl.[NH:51]1[CH2:56][CH2:55][CH:54]([O:57][C:58]2[CH:59]=[N:60][CH:61]=[C:62]([C:64]([F:67])([F:66])[F:65])[CH:63]=2)[CH2:53][CH2:52]1.Cl.ClC1C=CC=CC=1OC1CCNCC1. The catalyst is CN(C=O)C.O. The product is [O:27]=[C:25]([N:51]1[CH2:52][CH2:53][CH:54]([O:57][C:58]2[CH:59]=[N:60][CH:61]=[C:62]([C:64]([F:66])([F:65])[F:67])[CH:63]=2)[CH2:55][CH2:56]1)[CH2:24][NH:23][C:21]([C:18]1[CH:17]=[C:16]([C:10]2[CH:11]=[CH:12][CH:13]=[CH:14][CH:15]=2)[NH:20][N:19]=1)=[O:22]. The yield is 0.475.